Dataset: Catalyst prediction with 721,799 reactions and 888 catalyst types from USPTO. Task: Predict which catalyst facilitates the given reaction. (1) Reactant: [F:1][CH:2]([F:14])[CH2:3][O:4][C:5]1[N:6]=[CH:7][C:8]([C:11](O)=[O:12])=[N:9][CH:10]=1.C(Cl)(=O)C([Cl:18])=O.CN(C)C=O. Product: [F:1][CH:2]([F:14])[CH2:3][O:4][C:5]1[N:6]=[CH:7][C:8]([C:11]([Cl:18])=[O:12])=[N:9][CH:10]=1. The catalyst class is: 4. (2) Reactant: [OH:1][C:2]1[CH:9]=[CH:8][C:5]([CH:6]=O)=[CH:4][CH:3]=1.[OH:10][NH2:11].Cl.N1C=CC=CC=1. Product: [OH:1][C:2]1[CH:9]=[CH:8][C:5]([CH:6]=[N:11][OH:10])=[CH:4][CH:3]=1. The catalyst class is: 14.